Dataset: Full USPTO retrosynthesis dataset with 1.9M reactions from patents (1976-2016). Task: Predict the reactants needed to synthesize the given product. (1) Given the product [CH:22]12[CH2:30][CH:26]3[CH2:25][CH:24]([CH2:29][CH:28]([CH2:27]3)[CH2:21]1)[CH2:23]2, predict the reactants needed to synthesize it. The reactants are: C1(=O)OC(=O)C=C1.C12CC(CC1)C=C2.C(O[C:21]1(C)[CH:28]2[CH2:29][CH:24]3[CH2:25][CH:26]([CH2:30][CH:22]1[CH2:23]3)[CH2:27]2)(=O)C(C)=C.CC(N=NC(C#N)(C)C)(C#N)C. (2) Given the product [NH2:25][C:18]1[C:19]2[C:24](=[CH:23][CH:22]=[CH:21][CH:20]=2)[C:15]([O:14][C:12]2[CH:11]=[CH:10][N:9]=[C:8]([NH:7][C:5]([NH:4][CH:1]3[CH2:2][CH2:3]3)=[O:6])[CH:13]=2)=[CH:16][CH:17]=1, predict the reactants needed to synthesize it. The reactants are: [CH:1]1([NH:4][C:5]([NH:7][C:8]2[CH:13]=[C:12]([O:14][C:15]3[C:24]4[C:19](=[CH:20][CH:21]=[CH:22][CH:23]=4)[C:18]([N+:25]([O-])=O)=[CH:17][CH:16]=3)[CH:11]=[CH:10][N:9]=2)=[O:6])[CH2:3][CH2:2]1.[H][H].